From a dataset of Reaction yield outcomes from USPTO patents with 853,638 reactions. Predict the reaction yield, written as a fraction of the theoretical maximum amount of product (1.0 means a 100% yield; for example, 0.34 means a 34% yield). (1) The reactants are CCN=C=NCCCN(C)C.[CH2:12]([N:14]1[C:18]([C:19]2[CH:20]=[C:21]([C:32](O)=[O:33])[CH:22]=[C:23]([C:25]3[CH:30]=[CH:29][C:28]([CH3:31])=[CH:27][CH:26]=3)[CH:24]=2)=[N:17][N:16]=[N:15]1)[CH3:13].C1C=CC2N(O)N=NC=2C=1.CN1C(=O)CCC1.[CH3:52][O:53][CH2:54][CH:55]([NH2:57])[CH3:56]. The catalyst is C(Cl)Cl. The product is [CH3:52][O:53][CH2:54][CH:55]([NH:57][C:32]([C:21]1[CH:22]=[C:23]([C:25]2[CH:26]=[CH:27][C:28]([CH3:31])=[CH:29][CH:30]=2)[CH:24]=[C:19]([C:18]2[N:14]([CH2:12][CH3:13])[N:15]=[N:16][N:17]=2)[CH:20]=1)=[O:33])[CH3:56]. The yield is 0.460. (2) The reactants are [CH2:1]([N:4]1[C@H:9]([CH3:10])[CH2:8][N:7](C(OCC)=O)[C@@H:6]([CH3:16])[CH2:5]1)[CH:2]=[CH2:3].[OH-].[K+].C(=O)=O.C1(C)C=CC=CC=1. The catalyst is C(O)C. The product is [CH2:1]([N:4]1[CH2:5][C@@H:6]([CH3:16])[NH:7][CH2:8][C@@H:9]1[CH3:10])[CH:2]=[CH2:3]. The yield is 0.690. (3) The reactants are [CH:1]1([C:4]([NH:6][C:7]2[N:8]=[C:9]3[CH:14]=[CH:13][C:12]([S:15][C:16]4[CH:24]=[CH:23][CH:22]=[CH:21][C:17]=4[C:18]([OH:20])=O)=[N:11][N:10]3[CH:25]=2)=[O:5])[CH2:3][CH2:2]1.[NH2:26][C:27]1[CH:32]=[CH:31][CH:30]=[CH:29][CH:28]=1.F[P-](F)(F)(F)(F)F.N1(OC(N(C)C)=[N+](C)C)C2N=CC=CC=2N=N1.C(N(CC)C(C)C)(C)C. The catalyst is CN(C)C=O. The product is [CH:1]1([C:4]([NH:6][C:7]2[N:8]=[C:9]3[CH:14]=[CH:13][C:12]([S:15][C:16]4[CH:24]=[CH:23][CH:22]=[CH:21][C:17]=4[C:18]([NH:26][C:27]4[CH:32]=[CH:31][CH:30]=[CH:29][CH:28]=4)=[O:20])=[N:11][N:10]3[CH:25]=2)=[O:5])[CH2:3][CH2:2]1. The yield is 0.930. (4) The reactants are Cl[C:2]1[O:3][C:4]([N:9]2[CH2:14][CH2:13][O:12][CH2:11][CH2:10]2)=[CH:5][C:6](=[O:8])[CH:7]=1.CC1(C)C(C)(C)OB([C:23]2[C:33]3[S:32][C:31]4[CH:34]=[CH:35][CH:36]=[CH:37][C:30]=4[CH2:29][C:28](=[O:38])[C:27]=3[CH:26]=[CH:25][CH:24]=2)O1.C(=O)([O-])[O-].[K+].[K+].N#N. The catalyst is O1CCOCC1.C1C=CC([P]([Pd]([P](C2C=CC=CC=2)(C2C=CC=CC=2)C2C=CC=CC=2)([P](C2C=CC=CC=2)(C2C=CC=CC=2)C2C=CC=CC=2)[P](C2C=CC=CC=2)(C2C=CC=CC=2)C2C=CC=CC=2)(C2C=CC=CC=2)C2C=CC=CC=2)=CC=1. The product is [N:9]1([C:4]2[O:3][C:2]([C:23]3[C:33]4[S:32][C:31]5[CH:34]=[CH:35][CH:36]=[CH:37][C:30]=5[CH2:29][C:28](=[O:38])[C:27]=4[CH:26]=[CH:25][CH:24]=3)=[CH:7][C:6](=[O:8])[CH:5]=2)[CH2:14][CH2:13][O:12][CH2:11][CH2:10]1. The yield is 0.290. (5) The reactants are [CH3:1][S:2](Cl)(=[O:4])=[O:3].CCN(CC)CC.[CH3:13][O:14][C:15](=[O:53])[C:16]1[CH:21]=[CH:20][C:19]([O:22][CH2:23][CH2:24][C:25]2[C:33]3[C:28](=[CH:29][CH:30]=[C:31]([Cl:34])[CH:32]=3)[N:27]([CH:35]([C:42]3[CH:47]=[CH:46][CH:45]=[CH:44][CH:43]=3)[C:36]3[CH:41]=[CH:40][CH:39]=[CH:38][CH:37]=3)[C:26]=2[CH2:48][CH2:49][OH:50])=[CH:18][C:17]=1[O:51][CH3:52]. The catalyst is ClCCl. The product is [CH3:13][O:14][C:15](=[O:53])[C:16]1[CH:21]=[CH:20][C:19]([O:22][CH2:23][CH2:24][C:25]2[C:33]3[C:28](=[CH:29][CH:30]=[C:31]([Cl:34])[CH:32]=3)[N:27]([CH:35]([C:42]3[CH:43]=[CH:44][CH:45]=[CH:46][CH:47]=3)[C:36]3[CH:41]=[CH:40][CH:39]=[CH:38][CH:37]=3)[C:26]=2[CH2:48][CH2:49][O:50][S:2]([CH3:1])(=[O:4])=[O:3])=[CH:18][C:17]=1[O:51][CH3:52]. The yield is 1.00. (6) The reactants are [CH3:1][C:2]1[CH:7]=[C:6]([CH3:8])[CH:5]=[CH:4][C:3]=1[OH:9].C(N(CC)CC)C.[CH3:17][Si:18](Cl)([CH3:20])[CH3:19].C(OCC)(=O)C. The catalyst is ClCCl.O. The product is [CH3:17][Si:18]([CH3:20])([CH3:19])[C:3]1([OH:9])[CH:4]=[CH:5][C:6]([CH3:8])=[CH:7][CH:2]1[CH3:1]. The yield is 0.930.